Dataset: Forward reaction prediction with 1.9M reactions from USPTO patents (1976-2016). Task: Predict the product of the given reaction. (1) Given the reactants Cl[CH2:2][C:3]1[S:7][C:6]([CH:8]([CH3:10])[CH3:9])=[N:5][CH:4]=1.BrCC1CCCCO1.[F:19][C:20]([F:43])([F:42])[C:21]1[CH:22]=[CH:23][CH:24]=[C:25]2[C:29]=1[NH:28][C:27](=[O:30])[C:26]12[C:34]2=[CH:35][C:36]3[O:40][CH2:39][O:38][C:37]=3[CH:41]=[C:33]2[O:32][CH2:31]1, predict the reaction product. The product is: [CH:8]([C:6]1[S:7][C:3]([CH2:2][N:28]2[C:29]3[C:25](=[CH:24][CH:23]=[CH:22][C:21]=3[C:20]([F:42])([F:19])[F:43])[C:26]3([C:34]4=[CH:35][C:36]5[O:40][CH2:39][O:38][C:37]=5[CH:41]=[C:33]4[O:32][CH2:31]3)[C:27]2=[O:30])=[CH:4][N:5]=1)([CH3:10])[CH3:9]. (2) Given the reactants [NH:1]1[C:5]([C:6]2[CH:7]=[C:8]([CH:10]=[CH:11][CH:12]=2)[NH2:9])=[N:4][N:3]=[N:2]1.[C:13]([C:16]1[CH:17]=[C:18]([CH:22]=[CH:23][CH:24]=1)[C:19](O)=[O:20])(=[O:15])[CH3:14], predict the reaction product. The product is: [C:13]([C:16]1[CH:17]=[C:18]([CH:22]=[CH:23][CH:24]=1)[C:19]([NH:9][C:8]1[CH:10]=[CH:11][CH:12]=[C:6]([C:5]2[NH:1][N:2]=[N:3][N:4]=2)[CH:7]=1)=[O:20])(=[O:15])[CH3:14]. (3) Given the reactants [CH3:1][N:2]1[C:6]2[CH:7]=[CH:8][CH:9]=[CH:10][C:5]=2[N:4]=[C:3]1[C:11]1[CH:16]=[CH:15][CH:14]=[C:13]([N:17]2[CH2:22][CH2:21][NH:20][CH2:19][CH2:18]2)[N:12]=1.CCN(C(C)C)C(C)C.[CH3:32][S:33](Cl)(=[O:35])=[O:34], predict the reaction product. The product is: [CH3:1][N:2]1[C:6]2[CH:7]=[CH:8][CH:9]=[CH:10][C:5]=2[N:4]=[C:3]1[C:11]1[CH:16]=[CH:15][CH:14]=[C:13]([N:17]2[CH2:22][CH2:21][N:20]([S:33]([CH3:32])(=[O:35])=[O:34])[CH2:19][CH2:18]2)[N:12]=1. (4) The product is: [CH2:33]([N:3]([CH2:1][CH3:2])[C:4]([C:6]1[CH:7]=[CH:8][C:9]([C:12]([C:26]2[CH:31]=[CH:30][CH:29]=[C:28]([O:32][S:44]([C:43]([F:56])([F:55])[F:42])(=[O:46])=[O:45])[CH:27]=2)=[C:13]2[CH2:14][CH2:15][N:16]([C:19]([O:21][C:22]([CH3:24])([CH3:25])[CH3:23])=[O:20])[CH2:17][CH2:18]2)=[CH:10][CH:11]=1)=[O:5])[CH3:34]. Given the reactants [CH2:1]([N:3]([CH2:33][CH3:34])[C:4]([C:6]1[CH:11]=[CH:10][C:9]([C:12]([C:26]2[CH:31]=[CH:30][CH:29]=[C:28]([OH:32])[CH:27]=2)=[C:13]2[CH2:18][CH2:17][N:16]([C:19]([O:21][C:22]([CH3:25])([CH3:24])[CH3:23])=[O:20])[CH2:15][CH2:14]2)=[CH:8][CH:7]=1)=[O:5])[CH3:2].C(N(CC)CC)C.[F:42][C:43]([F:56])([F:55])[S:44](O[S:44]([C:43]([F:56])([F:55])[F:42])(=[O:46])=[O:45])(=[O:46])=[O:45], predict the reaction product. (5) The product is: [CH3:23][O:24][C:7]1[CH:6]=[CH:5][CH:4]=[CH:3][C:2]=1[CH2:1][NH:8][C:9]([C:11]1[CH:20]=[CH:19][C:14]([C:15]([O:17][CH3:18])=[O:16])=[C:13]([OH:21])[C:12]=1[OH:22])=[O:10]. Given the reactants [CH2:1]([NH:8][C:9]([C:11]1[CH:20]=[CH:19][C:14]([C:15]([O:17][CH3:18])=[O:16])=[C:13]([OH:21])[C:12]=1[OH:22])=[O:10])[C:2]1[CH:7]=[CH:6][CH:5]=[CH:4][CH:3]=1.[CH3:23][O:24]C1C=CC=CC=1CN, predict the reaction product. (6) Given the reactants [Li][CH2:2][CH2:3][CH2:4]C.[I-].C([P+](C1C=CC=CC=1)(C1C=CC=CC=1)C1C=CC=CC=1)(C)C.[CH:29]([C@@H:31]1[CH2:35][N:34]([C:36]([O:38][C:39]([CH3:42])([CH3:41])[CH3:40])=[O:37])[C:33](=[O:43])[CH2:32]1)=O.[NH4+].[Cl-], predict the reaction product. The product is: [CH3:2][C:3]([CH3:4])=[CH:29][C@@H:31]1[CH2:35][N:34]([C:36]([O:38][C:39]([CH3:42])([CH3:41])[CH3:40])=[O:37])[C:33](=[O:43])[CH2:32]1. (7) Given the reactants C[O:2][C:3]([C:5]1[C:10]([NH:11][CH2:12][CH2:13][S:14][C:15]([C:28]2[CH:33]=[CH:32][CH:31]=[CH:30][CH:29]=2)([C:22]2[CH:27]=[CH:26][CH:25]=[CH:24][CH:23]=2)[C:16]2[CH:21]=[CH:20][CH:19]=[CH:18][CH:17]=2)=[N:9][CH:8]=[CH:7][N:6]=1)=[O:4].[Li+:34].[OH-].O, predict the reaction product. The product is: [C:15]([S:14][CH2:13][CH2:12][NH:11][C:10]1[C:5]([C:3]([O-:4])=[O:2])=[N:6][CH:7]=[CH:8][N:9]=1)([C:28]1[CH:33]=[CH:32][CH:31]=[CH:30][CH:29]=1)([C:16]1[CH:17]=[CH:18][CH:19]=[CH:20][CH:21]=1)[C:22]1[CH:23]=[CH:24][CH:25]=[CH:26][CH:27]=1.[Li+:34]. (8) Given the reactants Br[C:2]1[CH:8]=[CH:7][C:5]([NH2:6])=[CH:4][C:3]=1[F:9].[F:10][C:11]([F:22])([F:21])[C:12]1[CH:13]=[C:14](B(O)O)[CH:15]=[CH:16][CH:17]=1.C(=O)([O-])[O-].[Na+].[Na+].C(P(C(C)(C)C)C1C=CC=CC=1C1C=CC=CC=1)(C)(C)C, predict the reaction product. The product is: [F:9][C:3]1[CH:4]=[C:5]([NH2:6])[CH:7]=[CH:8][C:2]=1[C:16]1[CH:15]=[CH:14][CH:13]=[C:12]([C:11]([F:22])([F:21])[F:10])[CH:17]=1.